From a dataset of Experimentally validated miRNA-target interactions with 360,000+ pairs, plus equal number of negative samples. Binary Classification. Given a miRNA mature sequence and a target amino acid sequence, predict their likelihood of interaction. (1) The miRNA is hsa-miR-4280 with sequence GAGUGUAGUUCUGAGCAGAGC. The protein sequence of the target gene is MRVLSARFRVLLACLALVIPVSETNFLSKERASQVLVRKRRANTLFEETMKGNLERECIEELCNKEEAREVFENNPETDYFYPKYLGCLGAFRVGSFHAARQSANAYPDLRSCVKAISDQCDPIPCNEDGYLACQDGQAAFTCFCKPGWQGDRCQYDVNECKDPSNVNGGCSQICDNTPGSYHCSCKRGFAMLPNKKDCKDLDECALKPSVCGTAVCKNIPGDFECECPDGYRYDPSSKSCKDVDECSENMCAQLCVNFPGGYSCYCDGKKGFKLAQDQKSCEGIPVCLSLDLDKNYELL.... Result: 0 (no interaction). (2) The miRNA is hsa-miR-6895-3p with sequence UGUCUCUCGCCCUUGGCCUUAG. The protein sequence of the target gene is MTNSKGRSITDKTSGGPSSGGGFVDWTLRLNTIQSDKFLNLLLSMVPVIYQKNQEDRHKKANGIWQDGLSTAVQTFSNRSEQHMEYHSFSEQSFHANNGHASSSCSQKYDDYANYNYCDGRETSETTAMLQDEDISSDGDEDAIVEVTPKLPKESSGIMALQILVPFLLAGFGTVSAGMVLDIVQHWEVFRKVTEVFILVPALLGLKGNLEMTLASRLSTAVNIGKMDSPIEKWNLIIGNLALKQVQATVVGFLAAVAAIILGWIPEGKYYLDHSILLCSSSVATAFIASLLQGIIMVGV.... Result: 1 (interaction). (3) The miRNA is hsa-miR-155-5p with sequence UUAAUGCUAAUCGUGAUAGGGGUU. The protein sequence of the target gene is MEREPSASEAAPAAAALFAWGANSYGQLGLGHKEDVLLPQQLNDFCKPRSVRRITGGGGHSAVVTDGGDLFVCGLNKDGQLGLGHTEDIPYFTPCKSLFGCPIQQVACGWDFTIMLTENGQVLSCGSNSFGQLGVPHGPRRCVVPQAIELHKEKVVCIAAGLRHAVAATASGIVFQWGTGLASCGRRLCPGQTLPLFFTAKEPSRVTGLENSKAMCVLAGSDHSASLTDAGEVYVWGSNKHGQLANEAAFLPVPQKIEAHCFQNEKVTAIWSGWTHLVAQTETGKMFTWGRADYGQLGRK.... Result: 1 (interaction).